Dataset: Full USPTO retrosynthesis dataset with 1.9M reactions from patents (1976-2016). Task: Predict the reactants needed to synthesize the given product. (1) Given the product [C:1]([O:5][C:6]([C:7]1[CH:12]=[CH:11][C:10]([CH:13]=[C:23]=[N+:24]([CH3:17])[O-:25])=[CH:9][C:8]=1[CH3:15])=[O:16])([CH3:4])([CH3:3])[CH3:2], predict the reactants needed to synthesize it. The reactants are: [C:1]([O:5][C:6](=[O:16])[C:7]1[CH:12]=[CH:11][C:10]([CH:13]=O)=[CH:9][C:8]=1[CH3:15])([CH3:4])([CH3:3])[CH3:2].[C:17]([O-])(=O)C.[Na+].Cl.[CH3:23][NH:24][OH:25]. (2) The reactants are: [CH:1]1([C:4]2[CH:17]=[CH:16][C:7](/[CH:8]=[N:9]/[S@:10]([C:12]([CH3:15])([CH3:14])[CH3:13])=[O:11])=[CH:6][CH:5]=2)[CH2:3][CH2:2]1.[CH2:18]([Li])[CH3:19].N#N. Given the product [CH:1]1([C:4]2[CH:17]=[CH:16][C:7]([C@@H:8]([NH:9][S@:10]([C:12]([CH3:13])([CH3:14])[CH3:15])=[O:11])[CH2:18][CH3:19])=[CH:6][CH:5]=2)[CH2:2][CH2:3]1, predict the reactants needed to synthesize it. (3) Given the product [CH3:1][O:2][C:3]1[CH:8]=[CH:7][C:6]2[C:9]3([CH2:19][O:20][C:5]=2[CH:4]=1)[C:17]1[C:12](=[CH:13][CH:14]=[CH:15][CH:16]=1)[N:11]([CH2:30][CH:29]1[CH2:36][CH2:41][CH2:33][CH2:32][O:31]1)[C:10]3=[O:18], predict the reactants needed to synthesize it. The reactants are: [CH3:1][O:2][C:3]1[CH:8]=[CH:7][C:6]2[C:9]3([CH2:19][O:20][C:5]=2[CH:4]=1)[C:17]1[C:12](=[CH:13][CH:14]=[CH:15][CH:16]=1)[NH:11][C:10]3=[O:18].CC1C2C=C3[C:33]4([C:41]5[C:36](=CC=CC=5)NC4=O)[CH2:32][O:31][C:29]3=[CH:30]C=2ON=1.BrCC1CCCCO1.BrCC1OC(C(F)(F)F)=CC=1. (4) Given the product [Cl:1][C:2]1[CH:3]=[C:4]([NH:22][C:23]([NH:25][C:26]2[C:27]([CH3:34])=[CH:28][C:29]([CH3:33])=[CH:30][C:31]=2[CH3:32])=[O:24])[C:5]([C:8]([NH:10][C@@H:11]([CH:16]2[CH2:21][CH2:20][CH2:19][CH2:18][CH2:17]2)[C:12]([OH:14])=[O:13])=[O:9])=[N:6][CH:7]=1, predict the reactants needed to synthesize it. The reactants are: [Cl:1][C:2]1[CH:3]=[C:4]([NH:22][C:23]([NH:25][C:26]2[C:31]([CH3:32])=[CH:30][C:29]([CH3:33])=[CH:28][C:27]=2[CH3:34])=[O:24])[C:5]([C:8]([NH:10][C@@H:11]([CH:16]2[CH2:21][CH2:20][CH2:19][CH2:18][CH2:17]2)[C:12]([O:14]C)=[O:13])=[O:9])=[N:6][CH:7]=1.Cl.